Dataset: Catalyst prediction with 721,799 reactions and 888 catalyst types from USPTO. Task: Predict which catalyst facilitates the given reaction. (1) Reactant: C(OC(=O)[NH:7][C@H:8]([C:13](=[O:16])[NH:14][CH3:15])[CH2:9][CH:10]1[CH2:12][CH2:11]1)(C)(C)C.[ClH:18].O1CCOCC1. Product: [ClH:18].[NH2:7][C@@H:8]([CH2:9][CH:10]1[CH2:12][CH2:11]1)[C:13]([NH:14][CH3:15])=[O:16]. The catalyst class is: 8. (2) Reactant: [CH2:1]([O:3][C:4](=[O:29])/[C:5](=[CH:14]/[C:15]1[CH:20]=[CH:19][C:18]([N:21]2[CH:25]=[C:24]([CH3:26])[N:23]=[CH:22]2)=[C:17]([O:27][CH3:28])[CH:16]=1)/[CH2:6][CH2:7][CH2:8][CH:9]1OCC[O:10]1)[CH3:2].C(O)(=O)C.FC(F)(F)C(O)=O.O.C(=O)(O)[O-].[Na+]. Product: [CH2:1]([O:3][C:4](=[O:29])/[C:5](=[CH:14]/[C:15]1[CH:20]=[CH:19][C:18]([N:21]2[CH:25]=[C:24]([CH3:26])[N:23]=[CH:22]2)=[C:17]([O:27][CH3:28])[CH:16]=1)/[CH2:6][CH2:7][CH2:8][CH:9]=[O:10])[CH3:2]. The catalyst class is: 13. (3) Reactant: C([O:3][C:4](=[O:36])[CH2:5][O:6][C:7]1[CH:12]=[CH:11][C:10]([O:13][CH:14]([C:16]2[C:17]([CH:32]3[CH2:34][CH2:33]3)=[N:18][C:19]([C:22]3[CH:27]=[CH:26][C:25]([C:28]([F:31])([F:30])[F:29])=[CH:24][CH:23]=3)=[N:20][CH:21]=2)[CH3:15])=[CH:9][C:8]=1[CH3:35])C.[Li+].[OH-]. Product: [CH:32]1([C:17]2[C:16]([CH:14]([O:13][C:10]3[CH:11]=[CH:12][C:7]([O:6][CH2:5][C:4]([OH:36])=[O:3])=[C:8]([CH3:35])[CH:9]=3)[CH3:15])=[CH:21][N:20]=[C:19]([C:22]3[CH:23]=[CH:24][C:25]([C:28]([F:30])([F:31])[F:29])=[CH:26][CH:27]=3)[N:18]=2)[CH2:33][CH2:34]1. The catalyst class is: 116. (4) Product: [CH3:1][O:2][C:3]1[CH:8]=[CH:7][C:6]([N:9]2[C:10]3[CH:15]=[CH:14][CH:13]=[CH:12][C:11]=3[N:16]=[C:17]2[C:19]2[CH:23]=[CH:22][O:21][C:20]=2[CH3:24])=[CH:5][CH:4]=1. Reactant: [CH3:1][O:2][C:3]1[CH:8]=[CH:7][C:6]([NH:9][C:10]2[CH:15]=[CH:14][CH:13]=[CH:12][C:11]=2[NH:16][C:17]([C:19]2[CH:23]=[CH:22][O:21][C:20]=2[CH3:24])=O)=[CH:5][CH:4]=1. The catalyst class is: 52. (5) Reactant: [Br:1][C:2]1[CH:3]=[C:4]2[C:9](=[CH:10][CH:11]=1)[NH:8][C:7](=[O:12])[CH:6]=[C:5]2O.[CH2:14]([NH2:21])[C:15]1[CH:20]=[CH:19][CH:18]=[CH:17][CH:16]=1. Product: [Br:1][C:2]1[CH:3]=[C:4]2[C:9](=[CH:10][CH:11]=1)[NH:8][C:7](=[O:12])[CH:6]=[C:5]2[NH:21][CH2:14][C:15]1[CH:20]=[CH:19][CH:18]=[CH:17][CH:16]=1. The catalyst class is: 33.